From a dataset of Reaction yield outcomes from USPTO patents with 853,638 reactions. Predict the reaction yield, written as a fraction of the theoretical maximum amount of product (1.0 means a 100% yield; for example, 0.34 means a 34% yield). (1) The reactants are [Cl:1][C:2]1[C:11]2[C:6](=[CH:7][CH:8]=[C:9]([F:12])[CH:10]=2)[N:5]=[C:4]([C:13]2[CH:18]=[CH:17][CH:16]=[CH:15][C:14]=2[O:19]C)[N:3]=1.B(Br)(Br)Br. The catalyst is C(Cl)Cl. The product is [Cl:1][C:2]1[C:11]2[C:6](=[CH:7][CH:8]=[C:9]([F:12])[CH:10]=2)[N:5]=[C:4]([C:13]2[CH:18]=[CH:17][CH:16]=[CH:15][C:14]=2[OH:19])[N:3]=1. The yield is 0.570. (2) The product is [CH3:16][N:13]([CH3:14])[CH2:12][CH2:11][N:7]1[C:8]2[C:4](=[CH:3][C:2]([NH:1][S:23]([C:21]3[C:20]4[CH:27]=[CH:28][CH:29]=[CH:30][C:19]=4[S:18][CH:22]=3)(=[O:24])=[O:25])=[CH:10][CH:9]=2)[CH:5]=[CH:6]1. The yield is 0.430. No catalyst specified. The reactants are [NH2:1][C:2]1[CH:3]=[C:4]2[C:8](=[CH:9][CH:10]=1)[N:7]([CH2:11][CH2:12][N:13]([CH2:16]C)[CH2:14]C)[CH:6]=[CH:5]2.[S:18]1[CH:22]=[C:21]([S:23](Cl)(=[O:25])=[O:24])[C:20]2[CH:27]=[CH:28][CH:29]=[CH:30][C:19]1=2. (3) The reactants are Br[C:2]1[C:7]([F:8])=[C:6]([Cl:9])[CH:5]=[CH:4][C:3]=1[C:10](=[O:12])[CH3:11].[C:13]([O:17][C:18]([CH3:21])([CH3:20])[CH3:19])(=[O:16])[CH:14]=[CH2:15]. The catalyst is CN(C=O)C.CC([O-])=O.CC([O-])=O.[Pd+2]. The product is [C:10]([C:3]1[C:2](/[CH:15]=[CH:14]/[C:13]([O:17][C:18]([CH3:21])([CH3:20])[CH3:19])=[O:16])=[C:7]([F:8])[C:6]([Cl:9])=[CH:5][CH:4]=1)(=[O:12])[CH3:11]. The yield is 0.508. (4) The product is [F:12][C:13]1[CH:14]=[CH:15][C:16]([CH:17]([C:18]2[CH:23]=[CH:22][C:21]([F:24])=[CH:20][CH:19]=2)[O:6][CH2:5][CH2:4][CH2:3][CH2:2][Cl:1])=[CH:26][CH:27]=1. The yield is 0.750. The catalyst is C1(C)C=CC=CC=1. The reactants are [Cl:1][CH2:2][CH2:3][CH2:4][CH2:5][OH:6].S(=O)(=O)(O)O.[F:12][C:13]1[CH:27]=[CH:26][C:16]([CH:17](O)[C:18]2[CH:23]=[CH:22][C:21]([F:24])=[CH:20][CH:19]=2)=[CH:15][CH:14]=1. (5) The reactants are [C:1](Cl)(=O)[C:2](Cl)=O.S1[CH:11]=[CH:10][N:9]=[CH:8]1.CN(C=O)C.[CH2:17]1[CH2:21]O[CH2:19][CH2:18]1. No catalyst specified. The product is [N:9]1[C:10]2[C:11](=[CH:19][CH:18]=[CH:17][CH:21]=2)[CH:2]=[CH:1][CH:8]=1. The yield is 0.700. (6) The reactants are [CH3:1][N:2]([CH3:15])[S:3]([N:6]1[C:10]2[CH2:11][CH2:12][CH2:13][CH2:14][C:9]=2[N:8]=[CH:7]1)(=[O:5])=[O:4].C([Li])CCC.CN([CH:24]=[O:25])C.[NH4+].[Cl-]. The catalyst is C1COCC1. The product is [CH3:1][N:2]([CH3:15])[S:3]([N:6]1[C:10]2[CH2:11][CH2:12][CH2:13][CH2:14][C:9]=2[N:8]=[C:7]1[CH:24]=[O:25])(=[O:4])=[O:5]. The yield is 0.510. (7) The reactants are [NH2:1][C:2]1[C:7]([N+:8]([O-:10])=[O:9])=[CH:6][C:5]([CH3:11])=[C:4](Cl)[CH:3]=1.[CH:13]1(B(O)O)[CH2:15][CH2:14]1.C(=O)([O-])[O-].[Cs+].[Cs+].ClCCl. The catalyst is O1CCOCC1. The product is [NH2:1][C:2]1[C:7]([N+:8]([O-:10])=[O:9])=[CH:6][C:5]([CH3:11])=[C:4]([CH:13]2[CH2:15][CH2:14]2)[CH:3]=1. The yield is 0.570. (8) The reactants are [CH3:1][C:2]1[CH:7]=[CH:6][C:5]([OH:8])=[CH:4][CH:3]=1.C([O:11][C:12](=O)[CH2:13][C:14](=O)[CH2:15][Cl:16])C.S(=O)(=O)(O)O. The catalyst is O. The product is [Cl:16][CH2:15][C:14]1[C:6]2[C:5](=[CH:4][CH:3]=[C:2]([CH3:1])[CH:7]=2)[O:8][C:12](=[O:11])[CH:13]=1. The yield is 0.860. (9) The reactants are [C:1](O[C:1](=[O:8])[C:2]1[CH:7]=[CH:6][CH:5]=[CH:4][CH:3]=1)(=[O:8])[C:2]1[CH:7]=[CH:6][CH:5]=[CH:4][CH:3]=1.[C:18]1([CH2:34][O:35][C@@H:36]2[C@H:40]([OH:41])[C@@H:39]([CH2:42][OH:43])[O:38][C@H:37]2[N:44]2[CH:51]=[CH:50][C:48]([NH2:49])=[N:47][C:45]2=[O:46])[C:31]2[C:32]3=[C:33]4[C:28](=[CH:29][CH:30]=2)[CH:27]=[CH:26][CH:25]=[C:24]4[CH:23]=[CH:22][C:21]3=[CH:20][CH:19]=1. The catalyst is CN(C=O)C.C(Cl)Cl. The product is [C:18]1([CH2:34][O:35][C@@H:36]2[C@H:40]([OH:41])[C@@H:39]([CH2:42][OH:43])[O:38][C@H:37]2[N:44]2[CH:51]=[CH:50][C:48]([NH:49][C:1](=[O:8])[C:2]3[CH:7]=[CH:6][CH:5]=[CH:4][CH:3]=3)=[N:47][C:45]2=[O:46])[C:31]2[C:32]3=[C:33]4[C:28](=[CH:29][CH:30]=2)[CH:27]=[CH:26][CH:25]=[C:24]4[CH:23]=[CH:22][C:21]3=[CH:20][CH:19]=1. The yield is 0.550.